Dataset: Experimentally validated miRNA-target interactions with 360,000+ pairs, plus equal number of negative samples. Task: Binary Classification. Given a miRNA mature sequence and a target amino acid sequence, predict their likelihood of interaction. (1) The miRNA is hsa-miR-324-5p with sequence CGCAUCCCCUAGGGCAUUGGUG. The protein sequence of the target gene is MLSRLMSGSSRSLEREYSCTVRLLDDSEYTCTIQRDAKGQYLFDLLCHHLNLLEKDYFGIRFVDPDKQRHWLEFTKSVVKQLRSQPPFTMCFRVKFYPADPAALKEEITRYLVFLQIKRDLYHGRLLCKTSDAALLAAYILQAEIGDYDPGKHPEGYSSKFQFFPKHSEKLEKKIAEIHKTELSGQTPATSELNFLRKAQTLETYGVDPHPCKDVSGNAAFLAFTPFGFVVLQGNKRVHFIKWNEVTKLKFEGKTFYLYVSQKEEKKIILTYFAPTPEACKHLWKCGIENQAFYKLEKSS.... Result: 0 (no interaction). (2) The miRNA is hsa-miR-8084 with sequence GAAUACUAAGUAAAAAAUCAGUA. The protein sequence of the target gene is MKRKSERRSSWAAAPPCSRRCSSTSPGVKKIRSSTQQDPRRRDPQDDVYLDITDRLCFAILYSRPKSASNVHYFSIDNELEYENFYADFGPLNLAMVYRYCCKINKKLKSITMLRKKIVHFTGSDQRKQANAAFLVGCYMVIYLGRTPEEAYRILIFGETSYIPFRDAAYGSCNFYITLLDCFHAVKKAMQYGFLNFNSFNLDEYEHYEKAENGDLNWIIPDRFIAFCGPHSRARLESGYHQHSPETYIQYFKNHNVTTIIRLNKRMYDAKRFTDAGFDHHDLFFADGSTPTDAIVKEFL.... Result: 1 (interaction). (3) The miRNA is hsa-miR-2909 with sequence GUUAGGGCCAACAUCUCUUGG. The protein sequence of the target gene is MLSPANGEQIHLVNYVEDYLDSIESLPFDLQRNVSLMREIDAKYQEILKELDDYYEKFKRETDGTQKRRVLHCIQRALIRSQELGDEKIQIVSQMVELVENRSRQVDSHVELFEAHQDISDGTGGSGKAGQDKSKSEAITQADKPNNKRSRRQRNNENRENASNNHDHDDITSGTPKEKKAKTSKKKKRSKAKAEREASPADLPIDPNEPTYCLCNQVSYGEMIGCDNDECPIEWFHFSCVGLNHKPKGKWYCPKCRGESEKTMDKALEKSKKERAYNR. Result: 0 (no interaction).